Task: Predict the product of the given reaction.. Dataset: Forward reaction prediction with 1.9M reactions from USPTO patents (1976-2016) (1) The product is: [CH2:42]([S:44]([OH:47])(=[O:46])=[O:45])[CH3:43].[F:1][C:2]1[CH:7]=[C:6]([O:8][C:9]2[CH:14]=[CH:13][N:12]=[C:11]([NH:15][C:16]([N:18]3[CH2:19][CH:20]([OH:22])[CH2:21]3)=[O:17])[CH:10]=2)[C:5]([F:23])=[CH:4][C:3]=1[NH:24][C:25]([CH2:27][C:28]1([CH2:31][C:32]([NH:34][C:35]2[CH:36]=[CH:37][C:38]([F:41])=[CH:39][CH:40]=2)=[O:33])[CH2:30][CH2:29]1)=[O:26]. Given the reactants [F:1][C:2]1[CH:7]=[C:6]([O:8][C:9]2[CH:14]=[CH:13][N:12]=[C:11]([NH:15][C:16]([N:18]3[CH2:21][CH:20]([OH:22])[CH2:19]3)=[O:17])[CH:10]=2)[C:5]([F:23])=[CH:4][C:3]=1[NH:24][C:25]([CH2:27][C:28]1([CH2:31][C:32]([NH:34][C:35]2[CH:40]=[CH:39][C:38]([F:41])=[CH:37][CH:36]=2)=[O:33])[CH2:30][CH2:29]1)=[O:26].[CH2:42]([S:44]([OH:47])(=[O:46])=[O:45])[CH3:43], predict the reaction product. (2) Given the reactants [F:1][C:2]1[CH:3]=[C:4]2[C:8](=[CH:9][CH:10]=1)[NH:7][C:6](=[O:11])[CH2:5]2.C[Si]([N-][Si](C)(C)C)(C)C.[Li+].[OH:22][CH:23]1[CH2:28][CH2:27][N:26]([CH2:29][CH2:30][CH2:31][C:32]2[N:37]=[C:36]3[CH2:38][O:39][C:40](=O)[C:35]3=[CH:34][CH:33]=2)[CH2:25][CH2:24]1.Cl, predict the reaction product. The product is: [F:1][C:2]1[CH:3]=[C:4]2[C:8](=[CH:9][CH:10]=1)[NH:7][C:6](=[O:11])[C:5]2=[C:40]1[C:35]2[C:36](=[N:37][C:32]([CH2:31][CH2:30][CH2:29][N:26]3[CH2:27][CH2:28][CH:23]([OH:22])[CH2:24][CH2:25]3)=[CH:33][CH:34]=2)[CH2:38][O:39]1. (3) Given the reactants Cl.[Cl:2][C:3]1[N:8]=[CH:7][C:6]([CH2:9][O:10][C:11]2[CH:20]=[C:19]3[C:14]([C:15]([N:22]4[CH2:26][CH2:25][CH2:24][CH2:23]4)=[CH:16][C:17]([CH3:21])=[N:18]3)=[CH:13][CH:12]=2)=[CH:5][CH:4]=1.[NH:27]1[CH2:32][CH2:31][O:30][CH2:29][CH2:28]1, predict the reaction product. The product is: [ClH:2].[CH3:21][C:17]1[CH:16]=[C:15]([N:22]2[CH2:26][CH2:25][CH2:24][CH2:23]2)[C:14]2[C:19](=[CH:20][C:11]([O:10][CH2:9][C:6]3[CH:7]=[N:8][C:3]([N:27]4[CH2:32][CH2:31][O:30][CH2:29][CH2:28]4)=[CH:4][CH:5]=3)=[CH:12][CH:13]=2)[N:18]=1. (4) Given the reactants C[O:2][C:3](=[O:24])[C:4]1[CH:9]=[C:8]([C:10]2[S:11][CH:12]=[C:13]([C:15]3[CH:20]=[CH:19][C:18]([Cl:21])=[C:17]([Cl:22])[CH:16]=3)[N:14]=2)[CH:7]=[CH:6][C:5]=1Br.[N:25]1[CH:30]=[CH:29][CH:28]=[C:27](B(O)O)[CH:26]=1, predict the reaction product. The product is: [Cl:22][C:17]1[CH:16]=[C:15]([C:13]2[N:14]=[C:10]([C:8]3[CH:7]=[CH:6][C:5]([C:27]4[CH:26]=[N:25][CH:30]=[CH:29][CH:28]=4)=[C:4]([CH:9]=3)[C:3]([OH:2])=[O:24])[S:11][CH:12]=2)[CH:20]=[CH:19][C:18]=1[Cl:21].